Predict the product of the given reaction. From a dataset of Forward reaction prediction with 1.9M reactions from USPTO patents (1976-2016). (1) Given the reactants Cl[C:2]1[C:3]2[C:10]3[CH2:11][CH2:12][C@H:13]([C:15]([O:17][CH2:18][CH3:19])=[O:16])[CH2:14][C:9]=3[S:8][C:4]=2[N:5]=[CH:6][N:7]=1.[NH:20]1[C:24]2=[N:25][CH:26]=[C:27]([NH2:29])[CH:28]=[C:23]2[CH:22]=[N:21]1, predict the reaction product. The product is: [NH:20]1[C:24]2=[N:25][CH:26]=[C:27]([NH:29][C:2]3[C:3]4[C:10]5[CH2:11][CH2:12][C@H:13]([C:15]([O:17][CH2:18][CH3:19])=[O:16])[CH2:14][C:9]=5[S:8][C:4]=4[N:5]=[CH:6][N:7]=3)[CH:28]=[C:23]2[CH:22]=[N:21]1. (2) The product is: [CH3:1][O:2][C:3]1[CH:4]=[C:5]([C:6]2[NH:8][CH:23]=[C:24]([CH2:25][C:26]([OH:28])=[O:27])[N:7]=2)[CH:9]=[CH:10][C:11]=1[N+:12]([O-:14])=[O:13]. Given the reactants [CH3:1][O:2][C:3]1[CH:4]=[C:5]([CH:9]=[CH:10][C:11]=1[N+:12]([O-:14])=[O:13])[C:6]([NH2:8])=[NH:7].Cl.C(=O)([O-])[O-].[K+].[K+].Cl[CH2:23][C:24](=O)[CH2:25][C:26]([O:28]CC)=[O:27].[I-].[K+].[OH-].[Na+], predict the reaction product. (3) Given the reactants [Cl:1][C:2]1[CH:3]=[CH:4][C:5]([O:24][CH3:25])=[C:6]([C:8]2[CH:17]3[CH:12]([CH:13]=[CH:14][C:15]([C:18]([F:21])([F:20])[F:19])=[CH:16]3)[NH:11][C:10](=[O:22])[C:9]=2[SH:23])[CH:7]=1.[CH2:26]([CH:28]1[O:30][CH2:29]1)Br.[OH-].[Na+], predict the reaction product. The product is: [Cl:1][C:2]1[CH:3]=[CH:4][C:5]([O:24][CH3:25])=[C:6]([C:8]2[CH:17]3[CH:12]([CH:13]=[CH:14][C:15]([C:18]([F:21])([F:20])[F:19])=[CH:16]3)[NH:11][C:10](=[O:22])[C:9]=2[S:23][CH2:26][CH:28]2[CH2:29][O:30]2)[CH:7]=1. (4) Given the reactants [Cl:1][C:2]1[CH:7]=[CH:6][C:5]([N:8]2[C:16](=[O:17])[C:15]3[N:14]=[CH:13][N:12]([C:18]4[CH:19]=[C:20]([NH:24][S:25]([CH3:28])(=[O:27])=[O:26])[CH:21]=[CH:22][CH:23]=4)[C:11]=3[N:10]=[C:9]2[C:29]2[CH:34]=[CH:33][C:32](B3OC(C)(C)C(C)(C)O3)=[CH:31][CH:30]=2)=[CH:4][CH:3]=1.Br[C:45]1[CH:46]=[N:47][CH:48]=[N:49][CH:50]=1.C(=O)([O-])[O-].[Cs+].[Cs+], predict the reaction product. The product is: [Cl:1][C:2]1[CH:7]=[CH:6][C:5]([N:8]2[C:16](=[O:17])[C:15]3[N:14]=[CH:13][N:12]([C:18]4[CH:19]=[C:20]([NH:24][S:25]([CH3:28])(=[O:27])=[O:26])[CH:21]=[CH:22][CH:23]=4)[C:11]=3[N:10]=[C:9]2[C:29]2[CH:30]=[CH:31][C:32]([C:45]3[CH:46]=[N:47][CH:48]=[N:49][CH:50]=3)=[CH:33][CH:34]=2)=[CH:4][CH:3]=1.